From a dataset of Full USPTO retrosynthesis dataset with 1.9M reactions from patents (1976-2016). Predict the reactants needed to synthesize the given product. (1) The reactants are: [H-].[H-].[H-].[H-].[Li+].[Al+3].C[O:8][C:9](=O)[C:10]1[CH:15]=[C:14]([C:16]2[CH:21]=[CH:20][C:19]([Cl:22])=[C:18]([Cl:23])[CH:17]=2)[CH:13]=[N:12][CH:11]=1. Given the product [Cl:23][C:18]1[CH:17]=[C:16]([C:14]2[CH:15]=[C:10]([CH2:9][OH:8])[CH:11]=[N:12][CH:13]=2)[CH:21]=[CH:20][C:19]=1[Cl:22], predict the reactants needed to synthesize it. (2) The reactants are: [H-].[Na+].F[C:4]1[CH:9]=[CH:8][C:7]([N+:10]([O-:12])=[O:11])=[CH:6][CH:5]=1.[F:13][C:14]1[CH:19]=[CH:18][C:17]([F:20])=[CH:16][C:15]=1[OH:21]. Given the product [F:13][C:14]1[CH:19]=[CH:18][C:17]([F:20])=[CH:16][C:15]=1[O:21][C:4]1[CH:9]=[CH:8][C:7]([N+:10]([O-:12])=[O:11])=[CH:6][CH:5]=1, predict the reactants needed to synthesize it.